From a dataset of Forward reaction prediction with 1.9M reactions from USPTO patents (1976-2016). Predict the product of the given reaction. Given the reactants [NH:1]1[CH2:4][CH:3]([N:5]([CH3:18])[C:6]2[CH:14]=[CH:13][C:12]([C:15]([NH2:17])=[O:16])=[C:11]3[C:7]=2[CH:8]=[CH:9][NH:10]3)[CH2:2]1.C(N(C(C)C)C(C)C)C.[C:28](Cl)(=[O:31])[CH:29]=[CH2:30], predict the reaction product. The product is: [C:28]([N:1]1[CH2:4][CH:3]([N:5]([CH3:18])[C:6]2[CH:14]=[CH:13][C:12]([C:15]([NH2:17])=[O:16])=[C:11]3[C:7]=2[CH:8]=[CH:9][NH:10]3)[CH2:2]1)(=[O:31])[CH:29]=[CH2:30].